From a dataset of Reaction yield outcomes from USPTO patents with 853,638 reactions. Predict the reaction yield, written as a fraction of the theoretical maximum amount of product (1.0 means a 100% yield; for example, 0.34 means a 34% yield). (1) The reactants are CON(C)[C:4]([C:6]1[C:11](=[O:12])[C:10]([CH3:13])=[CH:9][N:8]([C:14]2[CH:19]=[CH:18][CH:17]=[C:16]([C:20]([F:23])([F:22])[F:21])[CH:15]=2)[N:7]=1)=[O:5].[CH3:25][Mg]Br. The catalyst is C1COCC1. The product is [C:4]([C:6]1[C:11](=[O:12])[C:10]([CH3:13])=[CH:9][N:8]([C:14]2[CH:19]=[CH:18][CH:17]=[C:16]([C:20]([F:21])([F:22])[F:23])[CH:15]=2)[N:7]=1)(=[O:5])[CH3:25]. The yield is 0.980. (2) The reactants are CC1(C)[O:6][C@H:5]2[C@H:7]([NH:12][C:13]3[N:21]=[CH:20][N:19]=[C:18]4[C:14]=3[N:15]=[CH:16][NH:17]4)[CH2:8][C@H:9]([CH2:10][OH:11])[C@H:4]2[O:3]1.CCN(CC)CC.Cl[S:31]([NH2:34])(=[O:33])=[O:32].C(#N)C.Cl.O. The catalyst is C(Cl)Cl.CN(C=O)C. The product is [S:31](=[O:33])(=[O:32])([O:11][CH2:10][C@H:9]1[CH2:8][C@@H:7]([NH:12][C:13]2[N:21]=[CH:20][N:19]=[C:18]3[C:14]=2[N:15]=[CH:16][NH:17]3)[C@H:5]([OH:6])[C@@H:4]1[OH:3])[NH2:34]. The yield is 0.290. (3) The reactants are [N+:1]([C:4]1[CH:5]=[C:6]2[C:14](=[CH:15][CH:16]=1)[NH:13][C:12]1[CH2:11][CH2:10][CH2:9][CH2:8][C:7]2=1)([O-])=O.C(O)C.O.O.[Sn](Cl)Cl. The catalyst is C(=O)(O)[O-].[Na+]. The product is [CH2:11]1[C:12]2[NH:13][C:14]3[C:6](=[CH:5][C:4]([NH2:1])=[CH:16][CH:15]=3)[C:7]=2[CH2:8][CH2:9][CH2:10]1. The yield is 0.950. (4) The reactants are [Cl:1][C:2]1[CH:7]=[CH:6][C:5]([C:8]2[O:9][C:10]([CH3:23])=[C:11]([CH2:13][N:14]3[CH2:19][CH2:18][CH:17]([C:20]([OH:22])=O)[CH2:16][CH2:15]3)[N:12]=2)=[CH:4][CH:3]=1.[N:24]1([CH2:31][CH2:32][CH2:33][NH:34][CH3:35])[CH2:30][CH2:29][CH2:28][CH2:27][CH2:26][CH2:25]1.CCN(C(C)C)C(C)C.C(Cl)CCl. The catalyst is CN(C=O)C.CCOC(C)=O. The product is [N:24]1([CH2:31][CH2:32][CH2:33][N:34]([CH3:35])[C:20]([CH:17]2[CH2:18][CH2:19][N:14]([CH2:13][C:11]3[N:12]=[C:8]([C:5]4[CH:6]=[CH:7][C:2]([Cl:1])=[CH:3][CH:4]=4)[O:9][C:10]=3[CH3:23])[CH2:15][CH2:16]2)=[O:22])[CH2:30][CH2:29][CH2:28][CH2:27][CH2:26][CH2:25]1. The yield is 0.820.